This data is from Reaction yield outcomes from USPTO patents with 853,638 reactions. The task is: Predict the reaction yield, written as a fraction of the theoretical maximum amount of product (1.0 means a 100% yield; for example, 0.34 means a 34% yield). The reactants are [F:1][C:2]1[CH:3]=[C:4]([N:9]2[C:13]3[CH:14]=[CH:15][CH:16]=[CH:17][C:12]=3[N:11]([CH2:18][CH2:19][CH2:20][N:21]3[CH2:26][CH2:25][N:24](C(OC(C)(C)C)=O)[CH2:23][CH2:22]3)[S:10]2(=[O:35])=[O:34])[CH:5]=[CH:6][C:7]=1[F:8].Cl. The catalyst is ClCCl.O1CCOCC1. The product is [F:1][C:2]1[CH:3]=[C:4]([N:9]2[C:13]3[CH:14]=[CH:15][CH:16]=[CH:17][C:12]=3[N:11]([CH2:18][CH2:19][CH2:20][N:21]3[CH2:26][CH2:25][NH:24][CH2:23][CH2:22]3)[S:10]2(=[O:34])=[O:35])[CH:5]=[CH:6][C:7]=1[F:8]. The yield is 0.810.